From a dataset of HIV replication inhibition screening data with 41,000+ compounds from the AIDS Antiviral Screen. Binary Classification. Given a drug SMILES string, predict its activity (active/inactive) in a high-throughput screening assay against a specified biological target. (1) The drug is c1ccc(P(CC[As](c2ccccc2)c2ccccc2)CC[As](c2ccccc2)c2ccccc2)cc1. The result is 0 (inactive). (2) The result is 0 (inactive). The drug is COc1cc(OC)c(SSCCCCS(=O)O)c(OC)c1.[NaH]. (3) The compound is Cc1nc2c(nc1C)C(=O)C(N)=CC2=O. The result is 0 (inactive). (4) The molecule is Cc1c2c(Cl)c3c(c(Cl)c2c(C)c2c(Cl)c4c(c(Cl)c12)C(c1ccccc1)(c1ccccc1)C4(c1ccccc1)c1ccccc1)C(c1ccccc1)(c1ccccc1)C3(c1ccccc1)c1ccccc1. The result is 0 (inactive). (5) The compound is CC(NC(=O)CNC(=O)C(N)CO)C(=O)NC(CCC(N)=O)C(=O)NC(CCCCN)C(=O)N1CCCC1C(=O)NC(CCC(=O)O)C(=O)NC(CCC(=O)O)C(=O)NC(CCC(=O)O)C(=O)NC(CO)C(=O)NC(CO)C(=O)NC(CC(N)=O)C(=O)NC(C)C(=O)NC(Cc1cnc[nH]1)C(=O)NC(CO)C(=O)O. The result is 0 (inactive).